Dataset: Retrosynthesis with 50K atom-mapped reactions and 10 reaction types from USPTO. Task: Predict the reactants needed to synthesize the given product. (1) Given the product NC(=O)c1cc(Cl)nc(N2CCC(O)CC2)c1, predict the reactants needed to synthesize it. The reactants are: NC(=O)c1cc(Cl)nc(Cl)c1.OC1CCNCC1. (2) Given the product COc1cc2c(Cl)ncnc2cc1OCCCN1C(=O)CNC1=O, predict the reactants needed to synthesize it. The reactants are: COc1cc2c(Cl)ncnc2cc1O.O=C1CNC(=O)N1CCCO. (3) The reactants are: COC1=C(OC)C(=O)C(Cc2ccc(OC(C)=O)c(C(=O)O)c2)=C(C)C1=O.Nc1cccnc1Cl. Given the product COC1=C(OC)C(=O)C(Cc2ccc(OC(C)=O)c(C(=O)Nc3cccnc3Cl)c2)=C(C)C1=O, predict the reactants needed to synthesize it. (4) Given the product CC1(C)CC(N)CC(C)(C#N)C1, predict the reactants needed to synthesize it. The reactants are: CC1(C)CC(N)CC(C)(CN)C1. (5) Given the product CC#CCOc1ccc(SCC2(C(=O)O)CCN(C(=O)OC(C)(C)C)CC2)cc1, predict the reactants needed to synthesize it. The reactants are: CC#CCOc1ccc(SCC2(C(=O)OCC)CCN(C(=O)OC(C)(C)C)CC2)cc1. (6) Given the product Nc1nccc(Oc2ccc(NC(=O)c3ccccc3Nc3ccc(F)cc3)cc2)n1, predict the reactants needed to synthesize it. The reactants are: Nc1nccc(Cl)n1.O=C(Nc1ccc(O)cc1)c1ccccc1Nc1ccc(F)cc1.